From a dataset of Forward reaction prediction with 1.9M reactions from USPTO patents (1976-2016). Predict the product of the given reaction. (1) Given the reactants C([O-])(=O)CC.[C:6]1([S+:12]([C:19]2[CH:24]=[CH:23][CH:22]=[CH:21][CH:20]=2)[C:13]2[CH:18]=[CH:17][CH:16]=[CH:15][CH:14]=2)[CH:11]=[CH:10][CH:9]=[CH:8][CH:7]=1.[C:25]1([CH3:36])[CH:30]=[CH:29][C:28]([S:31]([O:34]C)(=[O:33])=[O:32])=[CH:27][CH:26]=1, predict the reaction product. The product is: [C:25]1([CH3:36])[CH:26]=[CH:27][C:28]([S:31]([O-:34])(=[O:32])=[O:33])=[CH:29][CH:30]=1.[C:19]1([S+:12]([C:6]2[CH:7]=[CH:8][CH:9]=[CH:10][CH:11]=2)[C:13]2[CH:18]=[CH:17][CH:16]=[CH:15][CH:14]=2)[CH:20]=[CH:21][CH:22]=[CH:23][CH:24]=1. (2) Given the reactants [CH3:1][N:2]([CH3:26])[N:3]1[C:7]2([CH2:12][CH2:11][N:10]([O:13][CH3:14])[CH2:9][CH2:8]2)[C:6](=[O:15])[CH:5]([C:16]2[C:21]([CH3:22])=[CH:20][C:19]([CH3:23])=[CH:18][C:17]=2[CH3:24])[C:4]1=[O:25].C(N(CC)CC)C.Cl[C:35]([O:37][CH2:38][CH3:39])=[O:36].C(=O)(O)[O-].[Na+], predict the reaction product. The product is: [CH2:38]([O:37][C:35](=[O:36])[O:15][C:6]1[C:7]2([CH2:12][CH2:11][N:10]([O:13][CH3:14])[CH2:9][CH2:8]2)[N:3]([N:2]([CH3:1])[CH3:26])[C:4](=[O:25])[C:5]=1[C:16]1[C:21]([CH3:22])=[CH:20][C:19]([CH3:23])=[CH:18][C:17]=1[CH3:24])[CH3:39]. (3) Given the reactants C(OC([NH:8][CH:9]1[CH2:14][CH2:13][CH2:12][N:11]([S:15]([C:18]2[C:19]3[C:20]([Cl:28])=[CH:21][N:22]=[CH:23][C:24]=3[CH:25]=[CH:26][CH:27]=2)(=[O:17])=[O:16])[CH2:10]1)=O)(C)(C)C.C(OC(NC1CCCNC1)=O)(C)(C)C.C(OC(N[C@H]1CCCNC1)=O)(C)(C)C, predict the reaction product. The product is: [NH2:8][CH:9]1[CH2:14][CH2:13][CH2:12][N:11]([S:15]([C:18]2[C:19]3[C:20]([Cl:28])=[CH:21][N:22]=[CH:23][C:24]=3[CH:25]=[CH:26][CH:27]=2)(=[O:17])=[O:16])[CH2:10]1.[ClH:28]. (4) Given the reactants [CH3:1][CH:2]1[CH2:7][CH2:6][CH2:5][CH:4]([CH3:8])[NH:3]1.Br[CH2:10][C:11]#[N:12].C(=O)([O-])[O-].[Na+].[Na+], predict the reaction product. The product is: [CH3:1][CH:2]1[CH2:7][CH2:6][CH2:5][CH:4]([CH3:8])[N:3]1[CH2:10][C:11]#[N:12]. (5) Given the reactants [S:1]1[CH2:5][C:4](=[O:6])[NH:3][C:2]1=[O:7].Br[CH2:9][C:10]1[CH:19]=[CH:18][C:13]([C:14]([O:16][CH3:17])=[O:15])=[CH:12][CH:11]=1.C(=O)([O-])[O-].[K+].[K+].CN(C)C=O, predict the reaction product. The product is: [CH3:17][O:16][C:14]([C:13]1[CH:18]=[CH:19][C:10]([CH2:9][N:3]2[C:4](=[O:6])[CH2:5][S:1][C:2]2=[O:7])=[CH:11][CH:12]=1)=[O:15]. (6) Given the reactants Br[C:2]1[CH:11]=[CH:10][C:5]([C:6]([O:8][CH3:9])=[O:7])=[C:4]([CH3:12])[CH:3]=1.[C:13]([Cu])#[N:14], predict the reaction product. The product is: [C:13]([C:2]1[CH:11]=[CH:10][C:5]([C:6]([O:8][CH3:9])=[O:7])=[C:4]([CH3:12])[CH:3]=1)#[N:14]. (7) The product is: [F:15][C:16]1[CH:21]=[CH:20][C:19]([N:5]2[C:6]([CH3:8])=[CH:7][C:2]([CH3:1])=[C:3]([C:10]([O:12][CH2:13][CH3:14])=[O:11])[C:4]2=[O:9])=[CH:18][CH:17]=1. Given the reactants [CH3:1][C:2]1[CH:7]=[C:6]([CH3:8])[NH:5][C:4](=[O:9])[C:3]=1[C:10]([O:12][CH2:13][CH3:14])=[O:11].[F:15][C:16]1[CH:21]=[CH:20][C:19](B(O)O)=[CH:18][CH:17]=1.N1C=CC=CC=1, predict the reaction product.